Dataset: Reaction yield outcomes from USPTO patents with 853,638 reactions. Task: Predict the reaction yield, written as a fraction of the theoretical maximum amount of product (1.0 means a 100% yield; for example, 0.34 means a 34% yield). (1) The reactants are Cl[C:2]1[N:3]=[CH:4][C:5]2[N:6]([CH3:22])[C:7](=[O:21])[C:8]3([CH2:20][CH2:19]3)[CH2:9][N:10]([CH:13]3[CH2:18][CH2:17][CH2:16][CH2:15][CH2:14]3)[C:11]=2[N:12]=1.[NH2:23][C:24]1[CH:40]=[CH:39][C:27]([C:28]([NH:30][CH2:31][C:32]([CH3:38])([CH3:37])[CH2:33][N:34]([CH3:36])[CH3:35])=[O:29])=[CH:26][C:25]=1[O:41][CH3:42].O.C1(C)C=CC(S(O)(=O)=O)=CC=1. The catalyst is CC(C)CC(O)C.CO.O. The product is [CH:13]1([N:10]2[CH2:9][C:8]3([CH2:20][CH2:19]3)[C:7](=[O:21])[N:6]([CH3:22])[C:5]3[CH:4]=[N:3][C:2]([NH:23][C:24]4[CH:40]=[CH:39][C:27]([C:28]([NH:30][CH2:31][C:32]([CH3:37])([CH3:38])[CH2:33][N:34]([CH3:35])[CH3:36])=[O:29])=[CH:26][C:25]=4[O:41][CH3:42])=[N:12][C:11]2=3)[CH2:18][CH2:17][CH2:16][CH2:15][CH2:14]1. The yield is 0.550. (2) The reactants are BrC[C:3]1[CH:12]=[CH:11][C:10]([CH3:13])=[CH:9][C:4]=1[C:5]([O:7][CH3:8])=[O:6].C(=O)([O-])[O-].[Ca+2]. The catalyst is O1CCOCC1.O. The product is [CH3:13][C:10]1[CH:9]=[C:4]2[C:3]([CH2:8][O:7][C:5]2=[O:6])=[CH:12][CH:11]=1. The yield is 0.299. (3) The reactants are N[C:2]1[N:6]([C:7]2[CH:12]=[CH:11][CH:10]=[C:9]([F:13])[CH:8]=2)[N:5]=[CH:4][C:3]=1[C:14]([O:16]CC)=[O:15].N(OCCC(C)C)=O.[Li+].[OH-].Cl. The catalyst is C1COCC1.O.CO.CCCCCCC. The product is [F:13][C:9]1[CH:8]=[C:7]([N:6]2[CH:2]=[C:3]([C:14]([OH:16])=[O:15])[CH:4]=[N:5]2)[CH:12]=[CH:11][CH:10]=1. The yield is 0.880. (4) The reactants are C1C=CC2N(O)N=NC=2C=1.CCN=C=NCCCN(C)C.Cl.[O:23]1[C:28]2[CH:29]=[CH:30][CH:31]=[CH:32][C:27]=2[NH:26][CH2:25][CH:24]1[C:33]([O-:35])=O.[Li+].[CH3:37][C:38]1[N:42]=[C:41]([CH2:43][NH2:44])[O:40][N:39]=1. The catalyst is ClCCl.CN(C=O)C.C(OCC)(=O)C.C(N(CC)CC)C. The product is [CH3:37][C:38]1[N:42]=[C:41]([CH2:43][NH:44][C:33]([CH:24]2[O:23][C:28]3[CH:29]=[CH:30][CH:31]=[CH:32][C:27]=3[NH:26][CH2:25]2)=[O:35])[O:40][N:39]=1. The yield is 0.650.